Dataset: Reaction yield outcomes from USPTO patents with 853,638 reactions. Task: Predict the reaction yield, written as a fraction of the theoretical maximum amount of product (1.0 means a 100% yield; for example, 0.34 means a 34% yield). (1) The yield is 0.980. The catalyst is C(O)C. The product is [CH3:3][S:4]([C:7]1[CH:12]=[CH:11][C:10]([C:13]2[N:18]=[CH:17][C:16]([O:19][CH2:20][CH:21]3[CH2:26][CH2:25][N:24]([C:27]([NH:1][NH2:2])=[O:29])[CH2:23][CH2:22]3)=[CH:15][CH:14]=2)=[CH:9][CH:8]=1)(=[O:5])=[O:6]. The reactants are [NH2:1][NH2:2].[CH3:3][S:4]([C:7]1[CH:12]=[CH:11][C:10]([C:13]2[N:18]=[CH:17][C:16]([O:19][CH2:20][CH:21]3[CH2:26][CH2:25][N:24]([C:27]([O:29]C4C=CC([N+]([O-])=O)=CC=4)=O)[CH2:23][CH2:22]3)=[CH:15][CH:14]=2)=[CH:9][CH:8]=1)(=[O:6])=[O:5]. (2) The reactants are [CH2:1]([O:8][C@:9]1([CH:33]=[CH2:34])[C@@H:13]([CH2:14][O:15][CH2:16][C:17]2[CH:22]=[CH:21][CH:20]=[CH:19][CH:18]=2)[O:12][C@@H:11]([N:23]2[CH:31]=[C:29]([CH3:30])[C:27](=[O:28])[NH:26][C:24]2=[O:25])[C@@H:10]1[OH:32])[C:2]1[CH:7]=[CH:6][CH:5]=[CH:4][CH:3]=1.[CH3:35][S:36](Cl)(=[O:38])=[O:37]. The catalyst is N1C=CC=CC=1. The product is [CH2:1]([O:8][C@:9]1([CH:33]=[CH2:34])[C@@H:13]([CH2:14][O:15][CH2:16][C:17]2[CH:22]=[CH:21][CH:20]=[CH:19][CH:18]=2)[O:12][C@@H:11]([N:23]2[CH:31]=[C:29]([CH3:30])[C:27](=[O:28])[NH:26][C:24]2=[O:25])[C@@H:10]1[O:32][S:36]([CH3:35])(=[O:38])=[O:37])[C:2]1[CH:3]=[CH:4][CH:5]=[CH:6][CH:7]=1. The yield is 0.840. (3) The catalyst is C(#N)C.O.C(OCC)(=O)C. The reactants are I[C:2]1[C:10]2[C:5](=[N:6][CH:7]=[C:8]([C:11]3[CH:12]=[C:13]([C:17]([N:19]4[CH2:24][CH2:23][O:22][CH2:21][CH2:20]4)=[O:18])[CH:14]=[CH:15][CH:16]=3)[CH:9]=2)[NH:4][N:3]=1.[NH:25]1[CH:29]=[C:28](B(O)O)[CH:27]=[N:26]1.C(=O)([O-])[O-].[Na+].[Na+]. The product is [N:19]1([C:17]([C:13]2[CH:14]=[CH:15][CH:16]=[C:11]([C:8]3[CH:9]=[C:10]4[C:2]([C:28]5[CH:29]=[N:25][NH:26][CH:27]=5)=[N:3][NH:4][C:5]4=[N:6][CH:7]=3)[CH:12]=2)=[O:18])[CH2:24][CH2:23][O:22][CH2:21][CH2:20]1. The yield is 0.290. (4) The reactants are [F:1][C:2]1[C:3]([NH:9][CH2:10][C:11]([CH3:14])([OH:13])[CH3:12])=[N:4][CH:5]=[C:6]([I:8])[CH:7]=1.N1C=CC=CC=1.[C:21](Cl)(Cl)=[O:22]. The catalyst is ClCCl. The product is [F:1][C:2]1[C:3]([N:9]2[CH2:10][C:11]([CH3:14])([CH3:12])[O:13][C:21]2=[O:22])=[N:4][CH:5]=[C:6]([I:8])[CH:7]=1. The yield is 0.795.